Dataset: Forward reaction prediction with 1.9M reactions from USPTO patents (1976-2016). Task: Predict the product of the given reaction. (1) Given the reactants [Cl:1][CH2:2][C:3]([CH2:5]Cl)=O.[NH2:7][C:8]1[C:13]([CH3:14])=[CH:12][CH:11]=[CH:10][N:9]=1, predict the reaction product. The product is: [Cl:1][CH2:2][C:3]1[N:7]=[C:8]2[C:13]([CH3:14])=[CH:12][CH:11]=[CH:10][N:9]2[CH:5]=1. (2) Given the reactants O.[NH2:2][NH2:3].C[O:5][C:6](=O)[C:7]1[CH:12]=[CH:11][C:10]([N:13]2[CH2:17][CH2:16][N:15]([C:18]3[CH:19]=[N:20][CH:21]=[CH:22][C:23]=3[CH3:24])[C:14]2=[O:25])=[CH:9][C:8]=1F.CO, predict the reaction product. The product is: [CH3:24][C:23]1[CH:22]=[CH:21][N:20]=[CH:19][C:18]=1[N:15]1[CH2:16][CH2:17][N:13]([C:10]2[CH:9]=[C:8]3[C:7]([C:6](=[O:5])[NH:2][NH:3]3)=[CH:12][CH:11]=2)[C:14]1=[O:25]. (3) Given the reactants CN(C)C(N1CC=C(C2NC3N=CN=C(C4C=CC=C(N[C:26](=[O:38])[C:27]5[CH:32]=[CH:31][C:30]([C:33]([OH:36])([CH3:35])[CH3:34])=[CH:29][C:28]=5[F:37])C=4C(C4C=CC=CC=4)(C4C=CC=CC=4)O[SiH2]C(C)(C)C)C=3C=2)CC1)=O.[O:60]1[CH2:65][CH:64]=[C:63]([C:66]2[NH:83][C:69]3[N:70]=[CH:71][N:72]=[C:73]([C:74]4[C:75]([CH3:82])=[C:76]([NH2:81])[CH:77]=[C:78]([F:80])[CH:79]=4)[C:68]=3[CH:67]=2)[CH2:62][CH2:61]1, predict the reaction product. The product is: [O:60]1[CH2:61][CH:62]=[C:63]([C:66]2[NH:83][C:69]3[N:70]=[CH:71][N:72]=[C:73]([C:74]4[C:75]([CH3:82])=[C:76]([NH:81][C:26](=[O:38])[C:27]5[CH:32]=[CH:31][C:30]([C:33]([OH:36])([CH3:35])[CH3:34])=[CH:29][C:28]=5[F:37])[CH:77]=[C:78]([F:80])[CH:79]=4)[C:68]=3[CH:67]=2)[CH2:64][CH2:65]1. (4) The product is: [N+:22]([C:18]1[CH:17]=[C:16]([CH:21]=[CH:20][CH:19]=1)[CH2:15][P:1](=[O:2])([O:6][CH:7]([CH3:8])[CH3:9])[O:10][CH:11]([CH3:12])[CH3:13])([O-:24])=[O:23]. Given the reactants [P:1]([O:10][CH:11]([CH3:13])[CH3:12])([O:6][CH:7]([CH3:9])[CH3:8])[O:2]C(C)C.Br[CH2:15][C:16]1[CH:21]=[CH:20][CH:19]=[C:18]([N+:22]([O-:24])=[O:23])[CH:17]=1, predict the reaction product.